Predict the reactants needed to synthesize the given product. From a dataset of Full USPTO retrosynthesis dataset with 1.9M reactions from patents (1976-2016). (1) The reactants are: [C:1]([O:4]C(=O)C)(=[O:3])[CH3:2].[C:8]([O:11][CH2:12][C:13]1[CH:18]=[CH:17][C:16]([O:19][CH2:20][CH2:21][O:22][C:23](=[O:25])[CH3:24])=[CH:15][N+:14]=1[O-])(=[O:10])[CH3:9].C(=O)(O)[O-].[Na+]. Given the product [C:8]([O:11][CH:12]([O:4][C:1](=[O:3])[CH3:2])[C:13]1[CH:18]=[CH:17][C:16]([O:19][CH2:20][CH2:21][O:22][C:23](=[O:25])[CH3:24])=[CH:15][N:14]=1)(=[O:10])[CH3:9], predict the reactants needed to synthesize it. (2) The reactants are: [CH:1]([CH:4]1[NH:8][C@@H:7]([CH2:9][CH:10]([CH3:12])[CH3:11])[CH2:6][O:5]1)([CH3:3])[CH3:2].[BH4-].[Na+]. Given the product [CH3:11][CH:10]([CH3:12])[CH2:9][C@H:7]([NH:8][CH2:4][CH:1]([CH3:3])[CH3:2])[CH2:6][OH:5], predict the reactants needed to synthesize it. (3) The reactants are: C[O:2][C:3](=[O:22])[C:4]1[CH:16]=[C:15]([C:17]2[O:18][CH:19]=[CH:20][N:21]=2)[CH:14]=[C:6]([C:7]([N:9]([CH3:13])[CH2:10][CH2:11][CH3:12])=[O:8])[CH:5]=1.[OH-].[Li+]. Given the product [CH3:13][N:9]([CH2:10][CH2:11][CH3:12])[C:7](=[O:8])[C:6]1[CH:5]=[C:4]([CH:16]=[C:15]([C:17]2[O:18][CH:19]=[CH:20][N:21]=2)[CH:14]=1)[C:3]([OH:22])=[O:2], predict the reactants needed to synthesize it.